Dataset: NCI-60 drug combinations with 297,098 pairs across 59 cell lines. Task: Regression. Given two drug SMILES strings and cell line genomic features, predict the synergy score measuring deviation from expected non-interaction effect. Drug 1: C1=C(C(=O)NC(=O)N1)F. Drug 2: CN1C2=C(C=C(C=C2)N(CCCl)CCCl)N=C1CCCC(=O)O.Cl. Cell line: NCIH23. Synergy scores: CSS=37.6, Synergy_ZIP=-6.29, Synergy_Bliss=-12.5, Synergy_Loewe=-18.0, Synergy_HSA=-10.8.